The task is: Predict the reactants needed to synthesize the given product.. This data is from Full USPTO retrosynthesis dataset with 1.9M reactions from patents (1976-2016). Given the product [CH2:23]([O:1][C:2]1[CH:3]=[C:4]([B:8]2[O:16][C:13]([CH3:15])([CH3:14])[C:10]([CH3:11])([CH3:12])[O:9]2)[CH:5]=[CH:6][CH:7]=1)[CH2:24][CH2:25][CH3:26], predict the reactants needed to synthesize it. The reactants are: [OH:1][C:2]1[CH:3]=[C:4]([B:8]2[O:16][C:13]([CH3:15])([CH3:14])[C:10]([CH3:12])([CH3:11])[O:9]2)[CH:5]=[CH:6][CH:7]=1.C(=O)([O-])[O-].[K+].[K+].[CH2:23](I)[CH2:24][CH2:25][CH3:26].